Dataset: Reaction yield outcomes from USPTO patents with 853,638 reactions. Task: Predict the reaction yield, written as a fraction of the theoretical maximum amount of product (1.0 means a 100% yield; for example, 0.34 means a 34% yield). (1) The reactants are [CH2:1]([C:3]1[CH:4]=[C:5]2[C:9](=[CH:10][C:11]=1[N+:12]([O-])=O)[NH:8][CH:7]=[CH:6]2)[CH3:2]. The catalyst is [Ni]. The product is [CH2:1]([C:3]1[CH:4]=[C:5]2[C:9](=[CH:10][C:11]=1[NH2:12])[NH:8][CH:7]=[CH:6]2)[CH3:2]. The yield is 0.480. (2) The reactants are [CH2:1]([N:8]1[C:12]([NH2:13])=[C:11]([CH3:14])[CH:10]=[N:9]1)[C:2]1[CH:7]=[CH:6][CH:5]=[CH:4][CH:3]=1.[O:15]1[CH2:20][CH2:19][C:18](=O)[CH2:17][CH2:16]1.C([BH3-])#N.[Na+].O. The catalyst is C(O)(=O)C. The product is [CH2:1]([N:8]1[C:12]([NH:13][CH:18]2[CH2:19][CH2:20][O:15][CH2:16][CH2:17]2)=[C:11]([CH3:14])[CH:10]=[N:9]1)[C:2]1[CH:3]=[CH:4][CH:5]=[CH:6][CH:7]=1. The yield is 0.380. (3) The reactants are [Cl:1][C:2]1[CH:3]=[C:4]([CH:6]=[CH:7][C:8]=1[O:9][C:10]1[C:19]2[C:14](=[CH:15][C:16]([O:22][CH3:23])=[C:17]([O:20][CH3:21])[CH:18]=2)[N:13]=[CH:12][N:11]=1)[NH2:5].C(N(CC)CC)C.Cl[C:32](Cl)([O:34]C(=O)OC(Cl)(Cl)Cl)Cl.[NH2:43][C:44]1[O:48][N:47]=[C:46]([CH3:49])[CH:45]=1. The catalyst is C(Cl)(Cl)Cl.O. The product is [Cl:1][C:2]1[CH:3]=[C:4]([NH:5][C:32]([NH:43][C:44]2[O:48][N:47]=[C:46]([CH3:49])[CH:45]=2)=[O:34])[CH:6]=[CH:7][C:8]=1[O:9][C:10]1[C:19]2[C:14](=[CH:15][C:16]([O:22][CH3:23])=[C:17]([O:20][CH3:21])[CH:18]=2)[N:13]=[CH:12][N:11]=1. The yield is 0.300. (4) The reactants are C[O-].[Na+].[C:4]([O:8][CH3:9])(=[O:7])[CH2:5][SH:6].[CH2:10]([O:17][C:18]1[CH:23]=[CH:22][C:21]([C:24]2[N:28]([CH:29]3[CH2:34][CH2:33][CH2:32][CH:31]=[CH:30]3)[C:27]([CH:35]=O)=[C:26](Cl)[N:25]=2)=[C:20]([F:38])[CH:19]=1)[C:11]1[CH:16]=[CH:15][CH:14]=[CH:13][CH:12]=1.C(=O)([O-])O.[Na+]. The catalyst is CO.C(OCC)(=O)C. The product is [CH2:10]([O:17][C:18]1[CH:23]=[CH:22][C:21]([C:24]2[N:28]([CH:29]3[CH2:34][CH2:33][CH2:32][CH:31]=[CH:30]3)[C:27]3[CH:35]=[C:5]([C:4]([O:8][CH3:9])=[O:7])[S:6][C:26]=3[N:25]=2)=[C:20]([F:38])[CH:19]=1)[C:11]1[CH:12]=[CH:13][CH:14]=[CH:15][CH:16]=1. The yield is 0.300. (5) The reactants are Cl[C:2]1[C:7]([C:8]([NH:10][C:11]2[CH:12]=[N:13][C:14]([OH:17])=[CH:15][CH:16]=2)=[O:9])=[CH:6][N:5]=[CH:4][CH:3]=1.[CH3:18][N:19]([C:23]1[CH:28]=[CH:27][CH:26]=[CH:25][CH:24]=1)[C:20](Cl)=[O:21].N12CCN(CC1)CC2.[Cl:37]CCl. The catalyst is O1CCCC1.CCCCCCC. The product is [Cl:37][C:4]1[N:5]=[CH:6][C:7]([C:8]([NH:10][C:11]2[CH:16]=[CH:15][C:14]([O:17][C:20](=[O:21])[N:19]([CH3:18])[C:23]3[CH:28]=[CH:27][CH:26]=[CH:25][CH:24]=3)=[N:13][CH:12]=2)=[O:9])=[CH:2][CH:3]=1. The yield is 0.0500.